Task: Predict the reactants needed to synthesize the given product.. Dataset: Full USPTO retrosynthesis dataset with 1.9M reactions from patents (1976-2016) (1) Given the product [CH2:1]([N:8]1[CH2:13][CH2:12][N:11]([CH2:14][CH2:15][C:16]([NH:18][C:19]2[CH:35]=[CH:34][C:22]3[CH2:23][CH2:24][NH:25][CH2:26][CH2:27][C:21]=3[CH:20]=2)=[O:17])[CH2:10][CH2:9]1)[C:2]1[CH:7]=[CH:6][CH:5]=[CH:4][CH:3]=1, predict the reactants needed to synthesize it. The reactants are: [CH2:1]([N:8]1[CH2:13][CH2:12][N:11]([CH2:14][CH2:15][C:16]([NH:18][C:19]2[CH:35]=[CH:34][C:22]3[CH2:23][CH2:24][N:25](C(=O)C(F)(F)F)[CH2:26][CH2:27][C:21]=3[CH:20]=2)=[O:17])[CH2:10][CH2:9]1)[C:2]1[CH:7]=[CH:6][CH:5]=[CH:4][CH:3]=1. (2) Given the product [C:40]([O:39][C:37](=[O:38])[CH2:36][O:1][C:2]1[CH:3]=[C:4]([C:8]2[N:17]=[C:16]([NH:18][C:19]3[CH:20]=[C:21]4[C:25](=[CH:26][CH:27]=3)[N:24]([C:28]([O:30][C:31]([CH3:34])([CH3:33])[CH3:32])=[O:29])[N:23]=[CH:22]4)[C:15]3[C:10](=[CH:11][CH:12]=[CH:13][CH:14]=3)[N:9]=2)[CH:5]=[CH:6][CH:7]=1)([CH3:43])([CH3:42])[CH3:41], predict the reactants needed to synthesize it. The reactants are: [OH:1][C:2]1[CH:3]=[C:4]([C:8]2[N:17]=[C:16]([NH:18][C:19]3[CH:20]=[C:21]4[C:25](=[CH:26][CH:27]=3)[N:24]([C:28]([O:30][C:31]([CH3:34])([CH3:33])[CH3:32])=[O:29])[N:23]=[CH:22]4)[C:15]3[C:10](=[CH:11][CH:12]=[CH:13][CH:14]=3)[N:9]=2)[CH:5]=[CH:6][CH:7]=1.Br[CH2:36][C:37]([O:39][C:40]([CH3:43])([CH3:42])[CH3:41])=[O:38].C([O-])([O-])=O.[K+].[K+]. (3) Given the product [CH3:23][O:24][C:25](=[O:33])[C:26]1[CH:31]=[CH:30][CH:29]=[CH:28][C:27]=1[S:32][CH2:22][CH:20]([C:16]1[CH:17]=[CH:18][CH:19]=[C:14](/[CH:13]=[CH:12]/[C:8]2[CH:7]=[CH:6][C:5]3[C:10](=[CH:11][C:2]([Cl:1])=[CH:3][CH:4]=3)[N:9]=2)[CH:15]=1)[OH:21], predict the reactants needed to synthesize it. The reactants are: [Cl:1][C:2]1[CH:11]=[C:10]2[C:5]([CH:6]=[CH:7][C:8](/[CH:12]=[CH:13]/[C:14]3[CH:19]=[CH:18][CH:17]=[C:16]([CH:20]4[CH2:22][O:21]4)[CH:15]=3)=[N:9]2)=[CH:4][CH:3]=1.[CH3:23][O:24][C:25](=[O:33])[C:26]1[CH:31]=[CH:30][CH:29]=[CH:28][C:27]=1[SH:32].C(=O)([O-])[O-].[K+].[K+].